This data is from Full USPTO retrosynthesis dataset with 1.9M reactions from patents (1976-2016). The task is: Predict the reactants needed to synthesize the given product. (1) Given the product [F:27][CH2:26][CH2:25][N:21]1[CH2:20][CH2:19][N:18]([CH:15]2[CH2:14][CH2:13][N:12]([C:5]3[CH:6]=[CH:7][C:8]([N+:9]([O-:11])=[O:10])=[C:3]([O:2][CH3:1])[CH:4]=3)[CH2:17][CH2:16]2)[CH2:23][CH2:22]1, predict the reactants needed to synthesize it. The reactants are: [CH3:1][O:2][C:3]1[CH:4]=[C:5]([N:12]2[CH2:17][CH2:16][CH:15]([N:18]3[CH2:23][CH2:22][NH:21][CH2:20][CH2:19]3)[CH2:14][CH2:13]2)[CH:6]=[CH:7][C:8]=1[N+:9]([O-:11])=[O:10].I[CH2:25][CH2:26][F:27]. (2) Given the product [Cl:1][C:2]1[CH:3]=[CH:4][C:5]([O:25][CH:33]2[CH2:36][CH2:35][CH2:34]2)=[C:6]([CH2:8][N:9]2[CH:13]=[CH:12][C:11]([C:14]([NH:16][C:17]3[C:18]([F:24])=[CH:19][CH:20]=[CH:21][C:22]=3[F:23])=[O:15])=[N:10]2)[CH:7]=1, predict the reactants needed to synthesize it. The reactants are: [Cl:1][C:2]1[CH:3]=[CH:4][C:5]([OH:25])=[C:6]([CH2:8][N:9]2[CH:13]=[CH:12][C:11]([C:14]([NH:16][C:17]3[C:22]([F:23])=[CH:21][CH:20]=[CH:19][C:18]=3[F:24])=[O:15])=[N:10]2)[CH:7]=1.C(=O)([O-])[O-].[K+].[K+].Br[CH:33]1[CH2:36][CH2:35][CH2:34]1.